This data is from hERG potassium channel inhibition data for cardiac toxicity prediction from Karim et al.. The task is: Regression/Classification. Given a drug SMILES string, predict its toxicity properties. Task type varies by dataset: regression for continuous values (e.g., LD50, hERG inhibition percentage) or binary classification for toxic/non-toxic outcomes (e.g., AMES mutagenicity, cardiotoxicity, hepatotoxicity). Dataset: herg_karim. (1) The compound is CN(C/C=C/c1ccc(-c2ccccc2)cc1)Cc1ccc2c(c1)CCO2.Cl. The result is 0 (non-blocker). (2) The compound is CS(=O)(=O)Nc1ccc(OC[C@@H](O)CN(CCc2ccc(Cl)c(Cl)c2)Cc2ccc(F)c(F)c2F)cc1. The result is 1 (blocker). (3) The drug is Nc1ccc(-c2cccs2)cc1NC(=O)c1ccc(N2CCC3(CC2)NCNC3=O)nc1. The result is 1 (blocker). (4) The compound is N#Cc1ccc(CCN2CCN(CCc3ccc4c(c3)COC4=O)CC2)cc1. The result is 1 (blocker). (5) The drug is CC[C@@H](C)C(=O)O[C@@H]1C[C@@H](C)C=C2C=C[C@@H](C)[C@@H](CC[C@@H]3C[C@@H](O)CC(=O)O3)[C@H]21. The result is 0 (non-blocker). (6) The drug is CN1CC2CC1CN2c1ccc(-c2ccc3n[nH]cc3c2)nn1. The result is 0 (non-blocker). (7) The drug is O=C1OC2(CCC(c3nc4ccc(OC(F)(F)F)cc4[nH]3)CC2)CN1c1ccccn1. The result is 1 (blocker). (8) The molecule is O=C(Nc1ccccn1)[C@H](CN1CC(O)C1)Oc1ncnc2c1cnn2-c1c(F)cccc1Cl. The result is 0 (non-blocker).